This data is from Full USPTO retrosynthesis dataset with 1.9M reactions from patents (1976-2016). The task is: Predict the reactants needed to synthesize the given product. (1) Given the product [CH3:16][C:17]1([CH3:25])[O:24][C:22](=[O:23])[CH:21]([C:13]([C@@H:12]2[CH2:11][S:10][CH2:9][N:8]2[C:6]([O:5][C:1]([CH3:2])([CH3:3])[CH3:4])=[O:7])=[O:15])[C:19](=[O:20])[O:18]1, predict the reactants needed to synthesize it. The reactants are: [C:1]([O:5][C:6]([N:8]1[C@H:12]([C:13]([OH:15])=O)[CH2:11][S:10][CH2:9]1)=[O:7])([CH3:4])([CH3:3])[CH3:2].[CH3:16][C:17]1([CH3:25])[O:24][C:22](=[O:23])[CH2:21][C:19](=[O:20])[O:18]1. (2) Given the product [ClH:35].[ClH:35].[CH3:1][NH:2][CH2:10][C:11]1[CH:15]=[C:14]([NH:16][C:17]2[CH:22]=[CH:21][CH:20]=[CH:19][CH:18]=2)[N:13]([C:23]2[CH:28]=[CH:27][CH:26]=[CH:25][CH:24]=2)[N:12]=1, predict the reactants needed to synthesize it. The reactants are: [CH3:1][N:2]([CH2:10][C:11]1[CH:15]=[C:14]([NH:16][C:17]2[CH:22]=[CH:21][CH:20]=[CH:19][CH:18]=2)[N:13]([C:23]2[CH:28]=[CH:27][CH:26]=[CH:25][CH:24]=2)[N:12]=1)C(=O)OC(C)(C)C.C(OCC)(=O)C.[ClH:35]. (3) Given the product [Cl:10][C:11]1[C:12]([F:19])=[C:13]([CH:16]=[CH:17][CH:18]=1)[CH2:14][C:33]1[CH:34]=[C:35]2[C:40](=[CH:41][C:32]=1[F:31])[N:39]([C@@H:42]([CH:49]([CH3:51])[CH3:50])[CH2:43][O:44][C:45]([O:47][CH3:48])=[O:46])[CH:38]=[C:37]([C:52]([O:54][CH2:55][CH3:56])=[O:53])[C:36]2=[O:57], predict the reactants needed to synthesize it. The reactants are: BrC(Br)C.C[Si](Cl)(C)C.[Cl:10][C:11]1[C:12]([F:19])=[C:13]([CH:16]=[CH:17][CH:18]=1)[CH2:14]Br.[Br-].ClC1C(F)=C(C=CC=1)C[Zn+].[F:31][C:32]1[CH:41]=[C:40]2[C:35]([C:36](=[O:57])[C:37]([C:52]([O:54][CH2:55][CH3:56])=[O:53])=[CH:38][N:39]2[C@@H:42]([CH:49]([CH3:51])[CH3:50])[CH2:43][O:44][C:45]([O:47][CH3:48])=[O:46])=[CH:34][C:33]=1I.O1C=CC=C1P(C1OC=CC=1)C1OC=CC=1.[Cl-].[NH4+]. (4) Given the product [F:24][C:25]1[CH:30]=[CH:29][C:28]([C:31]([F:33])([F:34])[F:32])=[CH:27][C:26]=1[NH:35][C:6](=[O:8])[C:5]1[CH:9]=[CH:10][C:2]([CH3:1])=[C:3]([B:11]2[O:15][C:14]([CH3:16])([CH3:17])[C:13]([CH3:19])([CH3:18])[O:12]2)[CH:4]=1, predict the reactants needed to synthesize it. The reactants are: [CH3:1][C:2]1[CH:10]=[CH:9][C:5]([C:6]([OH:8])=O)=[CH:4][C:3]=1[B:11]1[O:15][C:14]([CH3:17])([CH3:16])[C:13]([CH3:19])([CH3:18])[O:12]1.S(Cl)(Cl)=O.[F:24][C:25]1[CH:30]=[CH:29][C:28]([C:31]([F:34])([F:33])[F:32])=[CH:27][C:26]=1[NH2:35].ClCCl. (5) The reactants are: [N:1]1[C:10]2[C:9](=O)[CH2:8][CH2:7][CH2:6][C:5]=2[CH:4]=[CH:3][CH:2]=1.[NH:12]1[CH:16]=[C:15]([CH2:17][CH2:18][NH2:19])[N:14]=[CH:13]1. Given the product [NH:12]1[CH:16]=[C:15]([CH2:17][CH2:18][NH:19][CH:9]2[C:10]3[N:1]=[CH:2][CH:3]=[CH:4][C:5]=3[CH2:6][CH2:7][CH2:8]2)[N:14]=[CH:13]1, predict the reactants needed to synthesize it.